From a dataset of NCI-60 drug combinations with 297,098 pairs across 59 cell lines. Regression. Given two drug SMILES strings and cell line genomic features, predict the synergy score measuring deviation from expected non-interaction effect. (1) Drug 1: CC1C(C(CC(O1)OC2CC(CC3=C2C(=C4C(=C3O)C(=O)C5=C(C4=O)C(=CC=C5)OC)O)(C(=O)C)O)N)O.Cl. Drug 2: CN(C)C1=NC(=NC(=N1)N(C)C)N(C)C. Cell line: OVCAR3. Synergy scores: CSS=20.6, Synergy_ZIP=-1.34, Synergy_Bliss=4.26, Synergy_Loewe=-24.8, Synergy_HSA=1.77. (2) Drug 1: CCCCCOC(=O)NC1=NC(=O)N(C=C1F)C2C(C(C(O2)C)O)O. Drug 2: CN(C(=O)NC(C=O)C(C(C(CO)O)O)O)N=O. Cell line: PC-3. Synergy scores: CSS=-5.37, Synergy_ZIP=2.27, Synergy_Bliss=-0.552, Synergy_Loewe=-3.40, Synergy_HSA=-4.25. (3) Drug 1: C1CN1C2=NC(=NC(=N2)N3CC3)N4CC4. Drug 2: C1C(C(OC1N2C=NC3=C2NC=NCC3O)CO)O. Cell line: HCT116. Synergy scores: CSS=50.2, Synergy_ZIP=2.84, Synergy_Bliss=1.91, Synergy_Loewe=-5.04, Synergy_HSA=2.97. (4) Synergy scores: CSS=-0.805, Synergy_ZIP=-1.74, Synergy_Bliss=-4.50, Synergy_Loewe=-5.21, Synergy_HSA=-5.31. Drug 1: CC1=C(C=C(C=C1)NC2=NC=CC(=N2)N(C)C3=CC4=NN(C(=C4C=C3)C)C)S(=O)(=O)N.Cl. Drug 2: B(C(CC(C)C)NC(=O)C(CC1=CC=CC=C1)NC(=O)C2=NC=CN=C2)(O)O. Cell line: ACHN. (5) Drug 1: CN(C)C1=NC(=NC(=N1)N(C)C)N(C)C. Drug 2: C(CN)CNCCSP(=O)(O)O. Cell line: RXF 393. Synergy scores: CSS=-1.17, Synergy_ZIP=2.00, Synergy_Bliss=3.00, Synergy_Loewe=-0.213, Synergy_HSA=0.361. (6) Drug 1: CC(C1=C(C=CC(=C1Cl)F)Cl)OC2=C(N=CC(=C2)C3=CN(N=C3)C4CCNCC4)N. Drug 2: C1=NNC2=C1C(=O)NC=N2. Cell line: RPMI-8226. Synergy scores: CSS=20.2, Synergy_ZIP=13.8, Synergy_Bliss=23.6, Synergy_Loewe=7.66, Synergy_HSA=13.8. (7) Drug 1: COCCOC1=C(C=C2C(=C1)C(=NC=N2)NC3=CC=CC(=C3)C#C)OCCOC.Cl. Drug 2: CC1C(C(CC(O1)OC2CC(CC3=C2C(=C4C(=C3O)C(=O)C5=C(C4=O)C(=CC=C5)OC)O)(C(=O)CO)O)N)O.Cl. Cell line: RPMI-8226. Synergy scores: CSS=59.7, Synergy_ZIP=0.0810, Synergy_Bliss=0.398, Synergy_Loewe=3.43, Synergy_HSA=4.86.